Dataset: Reaction yield outcomes from USPTO patents with 853,638 reactions. Task: Predict the reaction yield, written as a fraction of the theoretical maximum amount of product (1.0 means a 100% yield; for example, 0.34 means a 34% yield). The reactants are [N:1]1([C:7]2[CH:19]=[C:18]([C:20]([O:22][CH3:23])=[O:21])[C:10]3[NH:11][C:12]([C:14]([F:17])([F:16])[F:15])=[N:13][C:9]=3[CH:8]=2)[CH2:6][CH2:5][O:4][CH2:3][CH2:2]1.C(=O)([O-])[O-].[K+].[K+].Br[CH2:31][C:32]1[CH:37]=[CH:36][CH:35]=[C:34]([Cl:38])[C:33]=1[CH3:39]. The catalyst is CN(C)C=O. The product is [Cl:38][C:34]1[C:33]([CH3:39])=[C:32]([CH2:31][N:13]2[C:9]3[CH:8]=[C:7]([N:1]4[CH2:6][CH2:5][O:4][CH2:3][CH2:2]4)[CH:19]=[C:18]([C:20]([O:22][CH3:23])=[O:21])[C:10]=3[N:11]=[C:12]2[C:14]([F:17])([F:15])[F:16])[CH:37]=[CH:36][CH:35]=1. The yield is 0.950.